From a dataset of Peptide-MHC class I binding affinity with 185,985 pairs from IEDB/IMGT. Regression. Given a peptide amino acid sequence and an MHC pseudo amino acid sequence, predict their binding affinity value. This is MHC class I binding data. The peptide sequence is VFYEQMKRF. The MHC is H-2-Kb with pseudo-sequence H-2-Kb. The binding affinity (normalized) is 0.460.